From a dataset of Reaction yield outcomes from USPTO patents with 853,638 reactions. Predict the reaction yield, written as a fraction of the theoretical maximum amount of product (1.0 means a 100% yield; for example, 0.34 means a 34% yield). The reactants are [Cl:1][C:2]1[CH:10]=[C:9]2[C:5]([C:6]([C:11]([N:13]3[CH2:18][CH2:17][C:16]4([C:22]5[CH:23]=[CH:24][CH:25]=[CH:26][C:21]=5[CH2:20][O:19]4)[CH2:15][CH2:14]3)=[O:12])=[CH:7][NH:8]2)=[CH:4][CH:3]=1.[H-].[Na+].C(OC([N:36]1[CH2:41][CH2:40][CH2:39][C@H:38]([CH2:42]OS(C)(=O)=O)[CH2:37]1)=O)(C)(C)C. The catalyst is CN(C=O)C. The product is [Cl:1][C:2]1[CH:10]=[C:9]2[C:5]([C:6]([C:11]([N:13]3[CH2:18][CH2:17][C:16]4([C:22]5[CH:23]=[CH:24][CH:25]=[CH:26][C:21]=5[CH2:20][O:19]4)[CH2:15][CH2:14]3)=[O:12])=[CH:7][N:8]2[CH2:42][C@H:38]2[CH2:39][CH2:40][CH2:41][NH:36][CH2:37]2)=[CH:4][CH:3]=1. The yield is 0.390.